This data is from Catalyst prediction with 721,799 reactions and 888 catalyst types from USPTO. The task is: Predict which catalyst facilitates the given reaction. (1) Reactant: Br[C:2]1[CH:7]=[CH:6][CH:5]=[C:4]([Br:8])[N:3]=1.[Li][CH2:10]CCC.[CH3:14][O:15][CH:16]([O:25][CH3:26])[CH2:17][CH2:18][C:19](N(OC)C)=[O:20]. Product: [CH:7](=[C:2](/[N:3]=[C:4]([Br:8])[CH:5]=[CH2:10])\[C:19](=[O:20])[CH2:18][CH2:17][CH:16]([O:15][CH3:14])[O:25][CH3:26])/[CH3:6]. The catalyst class is: 28. (2) Reactant: [CH:1](/[C:4]1[N:9]=[CH:8][C:7]([C:10]2[CH2:15][CH2:14][N:13]([C:16]([O:18][C:19]([CH3:22])([CH3:21])[CH3:20])=[O:17])[CH2:12][CH:11]=2)=[CH:6][CH:5]=1)=[CH:2]\[CH3:3].[H][H]. Product: [CH2:1]([C:4]1[N:9]=[CH:8][C:7]([CH:10]2[CH2:15][CH2:14][N:13]([C:16]([O:18][C:19]([CH3:20])([CH3:22])[CH3:21])=[O:17])[CH2:12][CH2:11]2)=[CH:6][CH:5]=1)[CH2:2][CH3:3]. The catalyst class is: 19.